From a dataset of Reaction yield outcomes from USPTO patents with 853,638 reactions. Predict the reaction yield, written as a fraction of the theoretical maximum amount of product (1.0 means a 100% yield; for example, 0.34 means a 34% yield). (1) The reactants are Br[C:2]1[CH:7]=[C:6]([CH3:8])[C:5]([Br:9])=[CH:4][N:3]=1.[Cu](C#N)[C:11]#[N:12].[C-]#N.[Na+]. The product is [Br:9][C:5]1[C:6]([CH3:8])=[CH:7][C:2]([C:11]#[N:12])=[N:3][CH:4]=1. The yield is 0.580. The catalyst is CN(C)C=O. (2) The yield is 0.980. The catalyst is ClCCl.O. The reactants are [CH3:1][O:2][C:3]1[CH:8]=[C:7]([OH:9])[C:6]([CH:10]2[CH2:15][C:14]([CH3:29])([S:16]([C:19]3[CH:24]=[CH:23][CH:22]=[C:21]([C:25]([F:28])([F:27])[F:26])[CH:20]=3)(=[O:18])=[O:17])[CH2:13][CH2:12][O:11]2)=[CH:5][N:4]=1.[F:30][C:31]([F:44])([F:43])[S:32](O[S:32]([C:31]([F:44])([F:43])[F:30])(=[O:34])=[O:33])(=[O:34])=[O:33]. The product is [F:30][C:31]([F:44])([F:43])[S:32]([O:9][C:7]1[C:6]([CH:10]2[CH2:15][C:14]([CH3:29])([S:16]([C:19]3[CH:24]=[CH:23][CH:22]=[C:21]([C:25]([F:28])([F:26])[F:27])[CH:20]=3)(=[O:18])=[O:17])[CH2:13][CH2:12][O:11]2)=[CH:5][N:4]=[C:3]([O:2][CH3:1])[CH:8]=1)(=[O:34])=[O:33].